Binary Classification. Given a T-cell receptor sequence (or CDR3 region) and an epitope sequence, predict whether binding occurs between them. From a dataset of TCR-epitope binding with 47,182 pairs between 192 epitopes and 23,139 TCRs. (1) The epitope is TLVPQEHYV. The TCR CDR3 sequence is CASTEQGGFHGYTF. Result: 0 (the TCR does not bind to the epitope). (2) The epitope is TLIGDCATV. The TCR CDR3 sequence is CASSPPPGGYTGELFF. Result: 1 (the TCR binds to the epitope). (3) The epitope is KLGGALQAK. The TCR CDR3 sequence is CASSLGFYEQYF. Result: 1 (the TCR binds to the epitope). (4) The epitope is GLIYNRMGAVTTEV. The TCR CDR3 sequence is CASSMTAGTEAFF. Result: 1 (the TCR binds to the epitope). (5) The epitope is ATVVIGTSK. The TCR CDR3 sequence is CASSESEGAGPTDHEQFF. Result: 0 (the TCR does not bind to the epitope). (6) The epitope is VLWAHGFEL. Result: 1 (the TCR binds to the epitope). The TCR CDR3 sequence is CASGFGSTAYGYTF.